Task: Predict the reactants needed to synthesize the given product.. Dataset: Full USPTO retrosynthesis dataset with 1.9M reactions from patents (1976-2016) (1) Given the product [Cl:1][C:2]1[N:3]=[C:4]([C:10]([F:13])([F:11])[F:12])[CH:5]=[CH:6][C:7]=1[CH:8]=[O:9], predict the reactants needed to synthesize it. The reactants are: [Cl:1][C:2]1[C:7]([CH2:8][OH:9])=[CH:6][CH:5]=[C:4]([C:10]([F:13])([F:12])[F:11])[N:3]=1.C1C=C[NH+]=CC=1.[O-][Cr](Cl)(=O)=O. (2) Given the product [Br:12][C:13]1[CH:21]=[CH:20][C:16]([C:17]([NH:11][C:7]2[CH:8]=[CH:9][CH:10]=[C:5]([C:1]([CH3:4])([CH3:2])[CH3:3])[CH:6]=2)=[O:18])=[CH:15][C:14]=1[F:22], predict the reactants needed to synthesize it. The reactants are: [C:1]([C:5]1[CH:6]=[C:7]([NH2:11])[CH:8]=[CH:9][CH:10]=1)([CH3:4])([CH3:3])[CH3:2].[Br:12][C:13]1[CH:21]=[CH:20][C:16]([C:17](O)=[O:18])=[CH:15][C:14]=1[F:22].CN(C=O)C.CCN=C=NCCCN(C)C. (3) Given the product [N:2]1([N:4]=[C:5]2[CH:10]=[CH:9][C:8]([NH:11][C:12](=[O:31])[CH:13]([C:25]3[CH:30]=[CH:29][CH:28]=[CH:27][CH:26]=3)[NH:14][C:15]([NH:17][C:18]3[CH:23]=[CH:22][C:21]([Cl:24])=[CH:20][CH:19]=3)=[O:16])=[C:7]([F:32])[CH2:6]2)[CH2:1][CH2:35][CH2:34][CH2:3]1, predict the reactants needed to synthesize it. The reactants are: [CH3:1][N:2]([N:4]=[C:5]1[CH:10]=[CH:9][C:8]([NH:11][C:12](=[O:31])[CH:13]([C:25]2[CH:30]=[CH:29][CH:28]=[CH:27][CH:26]=2)[NH:14][C:15]([NH:17][C:18]2[CH:23]=[CH:22][C:21]([Cl:24])=[CH:20][CH:19]=2)=[O:16])=[C:7]([F:32])[CH2:6]1)[CH3:3].N1CC[CH2:35][CH2:34]1.CC(O)=O.